From a dataset of Reaction yield outcomes from USPTO patents with 853,638 reactions. Predict the reaction yield, written as a fraction of the theoretical maximum amount of product (1.0 means a 100% yield; for example, 0.34 means a 34% yield). (1) The reactants are Br[N:2]1[C:6](=[O:7])[CH2:5][CH2:4][C:3]1=[O:8].[C:9]1([S:15][S:15][C:9]2[CH:14]=[CH:13][CH:12]=[CH:11][CH:10]=2)[CH:14]=[CH:13][CH:12]=[CH:11][CH:10]=1.CCCCCC. The catalyst is ClCCCl. The product is [C:9]1([S:15][N:2]2[C:6](=[O:7])[CH2:5][CH2:4][C:3]2=[O:8])[CH:14]=[CH:13][CH:12]=[CH:11][CH:10]=1. The yield is 0.598. (2) The reactants are C[N+]1([O-])[CH2:7][CH2:6][O:5]CC1.N1[CH2:18][C:17]2[C:12](=[CH:13][CH:14]=[CH:15][CH:16]=2)[CH2:11][C@H]1C(O)=O. The catalyst is ClCCl.[Ru]([O-])(=O)(=O)=O.C([N+](CCC)(CCC)CCC)CC. The product is [CH2:11]1[C:12]2[C:17](=[CH:18][C:7]([CH:6]=[O:5])=[CH:14][CH:13]=2)[CH2:16][CH2:15]1. The yield is 0.820.